From a dataset of NCI-60 drug combinations with 297,098 pairs across 59 cell lines. Regression. Given two drug SMILES strings and cell line genomic features, predict the synergy score measuring deviation from expected non-interaction effect. (1) Drug 1: CC12CCC(CC1=CCC3C2CCC4(C3CC=C4C5=CN=CC=C5)C)O. Drug 2: CC1=C(C=C(C=C1)C(=O)NC2=CC(=CC(=C2)C(F)(F)F)N3C=C(N=C3)C)NC4=NC=CC(=N4)C5=CN=CC=C5. Cell line: MOLT-4. Synergy scores: CSS=-0.744, Synergy_ZIP=3.53, Synergy_Bliss=4.19, Synergy_Loewe=-2.90, Synergy_HSA=-2.34. (2) Drug 1: C1CCC(C1)C(CC#N)N2C=C(C=N2)C3=C4C=CNC4=NC=N3. Drug 2: CCCCCOC(=O)NC1=NC(=O)N(C=C1F)C2C(C(C(O2)C)O)O. Cell line: UACC62. Synergy scores: CSS=-7.45, Synergy_ZIP=5.10, Synergy_Bliss=-2.08, Synergy_Loewe=-11.6, Synergy_HSA=-11.8. (3) Drug 1: CN1CCC(CC1)COC2=C(C=C3C(=C2)N=CN=C3NC4=C(C=C(C=C4)Br)F)OC. Drug 2: C(CCl)NC(=O)N(CCCl)N=O. Cell line: SR. Synergy scores: CSS=66.6, Synergy_ZIP=-0.316, Synergy_Bliss=-2.37, Synergy_Loewe=-6.43, Synergy_HSA=-2.29. (4) Drug 1: C1=NNC2=C1C(=O)NC=N2. Drug 2: CC12CCC3C(C1CCC2OP(=O)(O)O)CCC4=C3C=CC(=C4)OC(=O)N(CCCl)CCCl.[Na+]. Cell line: CCRF-CEM. Synergy scores: CSS=0.103, Synergy_ZIP=-0.241, Synergy_Bliss=-0.794, Synergy_Loewe=-1.65, Synergy_HSA=-1.40. (5) Drug 1: C1=C(C(=O)NC(=O)N1)F. Drug 2: C#CCC(CC1=CN=C2C(=N1)C(=NC(=N2)N)N)C3=CC=C(C=C3)C(=O)NC(CCC(=O)O)C(=O)O. Cell line: SF-539. Synergy scores: CSS=46.0, Synergy_ZIP=-9.64, Synergy_Bliss=-19.5, Synergy_Loewe=-22.2, Synergy_HSA=-15.4. (6) Drug 1: C1CNP(=O)(OC1)N(CCCl)CCCl. Drug 2: C1CCC(C(C1)N)N.C(=O)(C(=O)[O-])[O-].[Pt+4]. Cell line: NCI-H226. Synergy scores: CSS=-6.03, Synergy_ZIP=-2.30, Synergy_Bliss=-10.2, Synergy_Loewe=-34.8, Synergy_HSA=-18.5. (7) Drug 1: CC(CN1CC(=O)NC(=O)C1)N2CC(=O)NC(=O)C2. Drug 2: CC1C(C(CC(O1)OC2CC(OC(C2O)C)OC3=CC4=CC5=C(C(=O)C(C(C5)C(C(=O)C(C(C)O)O)OC)OC6CC(C(C(O6)C)O)OC7CC(C(C(O7)C)O)OC8CC(C(C(O8)C)O)(C)O)C(=C4C(=C3C)O)O)O)O. Cell line: A498. Synergy scores: CSS=31.5, Synergy_ZIP=2.73, Synergy_Bliss=8.19, Synergy_Loewe=9.12, Synergy_HSA=9.03.